From a dataset of TCR-epitope binding with 47,182 pairs between 192 epitopes and 23,139 TCRs. Binary Classification. Given a T-cell receptor sequence (or CDR3 region) and an epitope sequence, predict whether binding occurs between them. (1) The epitope is KLSYGIATV. The TCR CDR3 sequence is CASSYSVSGTANEQFF. Result: 1 (the TCR binds to the epitope). (2) The epitope is RAKFKQLL. The TCR CDR3 sequence is CASSLIDTQYF. Result: 1 (the TCR binds to the epitope).